From a dataset of Reaction yield outcomes from USPTO patents with 853,638 reactions. Predict the reaction yield, written as a fraction of the theoretical maximum amount of product (1.0 means a 100% yield; for example, 0.34 means a 34% yield). (1) The reactants are [CH3:1][C:2]1([CH3:15])[C:14]2[CH:13]=[CH:12][CH:11]=[CH:10][C:9]=2[C:8]2[C:3]1=[CH:4][CH:5]=[CH:6][CH:7]=2.[C:16]1(=[O:26])[O:21][C:19](=[O:20])[C:18]2=[CH:22][CH:23]=[CH:24][CH:25]=[C:17]12.ClCCl.[Cl-].[Al+3].[Cl-].[Cl-]. The catalyst is O. The product is [CH3:1][C:2]1([CH3:15])[C:3]2[CH:4]=[C:5]([C:16]([C:17]3[CH:25]=[CH:24][CH:23]=[CH:22][C:18]=3[C:19]([OH:21])=[O:20])=[O:26])[CH:6]=[CH:7][C:8]=2[C:9]2[C:14]1=[CH:13][CH:12]=[CH:11][CH:10]=2. The yield is 0.820. (2) The reactants are [F:1][C:2]([F:25])([C:18]1[CH:23]=[CH:22][C:21]([F:24])=[CH:20][CH:19]=1)[C:3]1[N:12]=[C:11](O)[C:10]2[C:5](=[CH:6][C:7]([C:14]([O:16][CH3:17])=[O:15])=[CH:8][CH:9]=2)[N:4]=1.P(Cl)(Cl)([Cl:28])=O. No catalyst specified. The product is [Cl:28][C:11]1[C:10]2[C:5](=[CH:6][C:7]([C:14]([O:16][CH3:17])=[O:15])=[CH:8][CH:9]=2)[N:4]=[C:3]([C:2]([F:25])([F:1])[C:18]2[CH:23]=[CH:22][C:21]([F:24])=[CH:20][CH:19]=2)[N:12]=1. The yield is 0.860. (3) The reactants are C[Al](C)C.[C:5](=[N:18][NH2:19])([C:12]1[CH:17]=[CH:16][CH:15]=[CH:14][CH:13]=1)[C:6]1[CH:11]=[CH:10][CH:9]=[CH:8][CH:7]=1.[C:20]1(=[O:26])[O:25][CH:23]([CH3:24])[CH2:22][CH2:21]1.ClCCl.O. The catalyst is CCCCCCC.ClCCl. The product is [C:6]1([C:5]([C:12]2[CH:13]=[CH:14][CH:15]=[CH:16][CH:17]=2)=[N:18][NH:19][C:20](=[O:26])[CH2:21][CH2:22][CH:23]([OH:25])[CH3:24])[CH:11]=[CH:10][CH:9]=[CH:8][CH:7]=1. The yield is 0.760. (4) The reactants are [Cl:1][C:2]1[CH:7]=[CH:6][CH:5]=[CH:4][C:3]=1[CH2:8][C:9]([OH:11])=[O:10].[CH3:12]O. The catalyst is S(=O)(=O)(O)O. The product is [Cl:1][C:2]1[CH:7]=[CH:6][CH:5]=[CH:4][C:3]=1[CH2:8][C:9]([O:11][CH3:12])=[O:10]. The yield is 0.975.